This data is from hERG potassium channel inhibition data for cardiac toxicity prediction from Karim et al.. The task is: Regression/Classification. Given a drug SMILES string, predict its toxicity properties. Task type varies by dataset: regression for continuous values (e.g., LD50, hERG inhibition percentage) or binary classification for toxic/non-toxic outcomes (e.g., AMES mutagenicity, cardiotoxicity, hepatotoxicity). Dataset: herg_karim. The molecule is CCn1nc(Cc2ccc(OC(F)(F)F)cc2)cc1C1CCN(CC2CN([C@@H](C(=O)O)C(C)(C)C)C[C@@H]2c2cccc(F)c2)CC1. The result is 1 (blocker).